This data is from Forward reaction prediction with 1.9M reactions from USPTO patents (1976-2016). The task is: Predict the product of the given reaction. Given the reactants [CH:1]1[CH:6]=[C:5]2[C:7]3[N:22]=[C:21]([C:4]2=[CH:3][CH:2]=1)[N:20]=[C:19]1[C:23]2[C:28]([C:17](=[N:18]1)[N:16]=[C:15]1[C:29]4[C:34]([C:13](=[N:14]1)[N:12]=[C:11]1[C:35]5[C:40]([C:9](=[N:10]1)[N:8]=3)=[CH:39][CH:38]=[CH:37][CH:36]=5)=[CH:33][CH:32]=[CH:31][CH:30]=4)=[CH:27][CH:26]=[CH:25][CH:24]=2.[Cu:41].C(O)(=O)C1C(=CC=CC=1)C(O)=O, predict the reaction product. The product is: [CH:38]1[CH:39]=[C:40]2[C:9]3[N:10]=[C:11]([C:35]2=[CH:36][CH:37]=1)[N:12]=[C:13]1[C:34]2[C:29]([C:15](=[N:14]1)[N:16]=[C:17]1[C:28]4[C:23]([C:19](=[N:18]1)[N:20]=[C:21]1[C:4]5[C:5]([C:7](=[N:22]1)[N:8]=3)=[CH:6][CH:1]=[CH:2][CH:3]=5)=[CH:24][CH:25]=[CH:26][CH:27]=4)=[CH:30][CH:31]=[CH:32][CH:33]=2.[Cu:41].[Cu:41].[CH:37]1[CH:38]=[CH:39][C:40]2[C:35](=[C:11]3[N:12]=[C:13]4[N:14]=[C:15]([C:29]5[CH:30]=[CH:31][CH:32]=[CH:33][C:34]=54)[N:16]=[C:17]4[NH:18][C:19]([C:23]5[CH:24]=[CH:25][CH:26]=[CH:27][C:28]=54)=[N:20][C:21]4=[N:22][C:7]([C:5]5[CH:6]=[CH:1][CH:2]=[CH:3][C:4]=54)=[N:8][C:9]=2[NH:10]3)[CH:36]=1.